Dataset: Reaction yield outcomes from USPTO patents with 853,638 reactions. Task: Predict the reaction yield, written as a fraction of the theoretical maximum amount of product (1.0 means a 100% yield; for example, 0.34 means a 34% yield). The reactants are [CH3:1][O:2][C:3](=[O:26])[CH:4]([C:9]1[CH:10]=[C:11]([C:16]2[CH:21]=[CH:20][C:19]([C:22]([F:25])([F:24])[F:23])=[CH:18][CH:17]=2)[CH:12]=[C:13]([OH:15])[CH:14]=1)[CH2:5][CH:6]([CH3:8])[CH3:7].[F:27][C:28]([F:39])([F:38])[C:29]1[CH:34]=[CH:33][C:32](B(O)O)=[CH:31][CH:30]=1. No catalyst specified. The product is [CH3:1][O:2][C:3](=[O:26])[CH:4]([C:9]1[CH:10]=[C:11]([C:16]2[CH:17]=[CH:18][C:19]([C:22]([F:23])([F:25])[F:24])=[CH:20][CH:21]=2)[CH:12]=[C:13]([O:15][C:32]2[CH:33]=[CH:34][C:29]([C:28]([F:39])([F:38])[F:27])=[CH:30][CH:31]=2)[CH:14]=1)[CH2:5][CH:6]([CH3:8])[CH3:7]. The yield is 0.430.